From a dataset of Catalyst prediction with 721,799 reactions and 888 catalyst types from USPTO. Predict which catalyst facilitates the given reaction. (1) Reactant: FC(F)(F)C(O)=O.C(OC(=O)[NH:14][C:15]1[C:20]([CH:21]2[CH2:23][CH2:22]2)=[CH:19][N:18]2[CH:24]=[C:25]([C:27]3[CH:32]=[CH:31][CH:30]=[CH:29][CH:28]=3)[N:26]=[C:17]2[CH:16]=1)(C)(C)C. Product: [CH:21]1([C:20]2[C:15]([NH2:14])=[CH:16][C:17]3[N:18]([CH:24]=[C:25]([C:27]4[CH:28]=[CH:29][CH:30]=[CH:31][CH:32]=4)[N:26]=3)[CH:19]=2)[CH2:23][CH2:22]1. The catalyst class is: 4. (2) Reactant: [CH2:1]([O:8][C@H:9]1[C@H:14]([O:15][CH2:16][C:17]2[CH:22]=[CH:21][CH:20]=[CH:19][CH:18]=2)[C@@H:13]([O:23][CH2:24][C:25]2[CH:30]=[CH:29][CH:28]=[CH:27][CH:26]=2)[C@@:12]([C:33]2[CH:38]=[CH:37][C:36]([Cl:39])=[C:35]([CH2:40][C:41]3[CH:46]=[CH:45][C:44]([O:47][CH2:48][C:49]4[CH:54]=[CH:53][CH:52]=[CH:51][CH:50]=4)=[CH:43][CH:42]=3)[CH:34]=2)([O:31][CH3:32])[O:11][C@@H:10]1[CH:55]=[O:56])[C:2]1[CH:7]=[CH:6][CH:5]=[CH:4][CH:3]=1.[CH2:57]=[O:58].N12CCCN=C1CCCCC2. Product: [CH2:1]([O:8][C@H:9]1[C@H:14]([O:15][CH2:16][C:17]2[CH:18]=[CH:19][CH:20]=[CH:21][CH:22]=2)[C@@H:13]([O:23][CH2:24][C:25]2[CH:30]=[CH:29][CH:28]=[CH:27][CH:26]=2)[C@@:12]([C:33]2[CH:38]=[CH:37][C:36]([Cl:39])=[C:35]([CH2:40][C:41]3[CH:42]=[CH:43][C:44]([O:47][CH2:48][C:49]4[CH:54]=[CH:53][CH:52]=[CH:51][CH:50]=4)=[CH:45][CH:46]=3)[CH:34]=2)([O:31][CH3:32])[O:11][C@@:10]1([CH2:57][OH:58])[CH:55]=[O:56])[C:2]1[CH:3]=[CH:4][CH:5]=[CH:6][CH:7]=1. The catalyst class is: 9.